Predict the product of the given reaction. From a dataset of Forward reaction prediction with 1.9M reactions from USPTO patents (1976-2016). (1) Given the reactants C(Cl)(=O)C.CO.[NH2:7][C:8]1[O:9][C:10]2[CH:16]=[CH:15][C:14]([C:17]3[N:18]=[C:19]4[C:24](=[CH:25][CH:26]=3)[N:23]=[CH:22][C:21]([N:27]3[CH2:32][CH2:31][N:30]([C:33](=[O:45])[C:34]([NH:37]C(=O)OC(C)(C)C)([CH3:36])[CH3:35])[CH2:29][CH2:28]3)=[CH:20]4)=[CH:13][C:11]=2[N:12]=1.C([O-])([O-])=O.[Na+].[Na+], predict the reaction product. The product is: [NH2:37][C:34]([CH3:36])([CH3:35])[C:33]([N:30]1[CH2:31][CH2:32][N:27]([C:21]2[CH:22]=[N:23][C:24]3[C:19]([CH:20]=2)=[N:18][C:17]([C:14]2[CH:15]=[CH:16][C:10]4[O:9][C:8]([NH2:7])=[N:12][C:11]=4[CH:13]=2)=[CH:26][CH:25]=3)[CH2:28][CH2:29]1)=[O:45]. (2) Given the reactants [CH3:1][C:2]1[N:3]([C:16]2[CH:21]=[CH:20][NH:19][C:18](=[O:22])[CH:17]=2)[CH:4]=[C:5]([C:7]#[C:8][C:9]2[CH:10]=[C:11]([CH3:15])[CH:12]=[CH:13][CH:14]=2)[N:6]=1.[CH2:23](I)[CH3:24], predict the reaction product. The product is: [CH2:23]([N:19]1[CH:20]=[CH:21][C:16]([N:3]2[CH:4]=[C:5]([C:7]#[C:8][C:9]3[CH:10]=[C:11]([CH3:15])[CH:12]=[CH:13][CH:14]=3)[N:6]=[C:2]2[CH3:1])=[CH:17][C:18]1=[O:22])[CH3:24]. (3) Given the reactants C(OC([NH:8][C:9]1([C@@H:12]2[CH2:16][CH2:15][NH:14][CH2:13]2)[CH2:11][CH2:10]1)=O)(C)(C)C.C(N(CC)CC)C.F[C:25]1[CH:26]=[CH:27][C:28]2[C:38](=[O:39])[C:37]([C:40]([OH:42])=[O:41])=[CH:36][N:30]3[C@@H:31]([CH3:35])[CH2:32][O:33][C:34]=1[C:29]=23, predict the reaction product. The product is: [NH2:8][C:9]1([C@@H:12]2[CH2:16][CH2:15][N:14]([C:25]3[CH:26]=[CH:27][C:28]4[C:38](=[O:39])[C:37]([C:40]([OH:42])=[O:41])=[CH:36][N:30]5[C@@H:31]([CH3:35])[CH2:32][O:33][C:34]=3[C:29]=45)[CH2:13]2)[CH2:10][CH2:11]1. (4) Given the reactants O=[C:2]([CH2:8][CH2:9][CH:10]=[CH2:11])[C:3]([O:5][CH2:6][CH3:7])=O.[CH3:12][O:13][C:14]1[CH:15]=[C:16]([NH2:21])[C:17]([NH2:20])=[CH:18][CH:19]=1.BrC1C=CC(S(O[C@@H]2[CH2:37][N:36]([C:38]([O:40][C:41]([CH3:44])([CH3:43])[CH3:42])=[O:39])[C@H:35]([C:45]([O:47][CH3:48])=[O:46])C2)(=O)=O)=CC=1.C([O-])([O-])=O.[Cs+].[Cs+], predict the reaction product. The product is: [CH2:8]([C:2]1[C:3]([O:5][C@H:6]2[CH2:37][N:36]([C:38]([O:40][C:41]([CH3:42])([CH3:43])[CH3:44])=[O:39])[C@H:35]([C:45]([O:47][CH3:48])=[O:46])[CH2:7]2)=[N:21][C:16]2[C:17]([N:20]=1)=[CH:18][CH:19]=[C:14]([O:13][CH3:12])[CH:15]=2)[CH2:9][CH:10]=[CH2:11]. (5) Given the reactants [OH:1][C@@H:2]([C@@H:4]([CH2:9][CH2:10][CH2:11][C:12]1[CH:17]=[CH:16][CH:15]=[CH:14][CH:13]=1)[C:5]([O:7]C)=[O:6])[CH3:3].[OH-].[Na+], predict the reaction product. The product is: [OH:1][C@@H:2]([C@@H:4]([CH2:9][CH2:10][CH2:11][C:12]1[CH:13]=[CH:14][CH:15]=[CH:16][CH:17]=1)[C:5]([OH:7])=[O:6])[CH3:3]. (6) Given the reactants [CH2:1]([C:4]1([O:19][CH2:20][CH:21]=C)[C:16]2[CH:15]=[C:14]([Br:17])[CH:13]=[CH:12][C:11]=2[C:10]2[C:5]1=[CH:6][C:7]([Br:18])=[CH:8][CH:9]=2)[CH:2]=C, predict the reaction product. The product is: [Br:18][C:7]1[CH:8]=[CH:9][C:10]2[C:11]3[C:16](=[CH:15][C:14]([Br:17])=[CH:13][CH:12]=3)[C:4]3([O:19][CH2:20][CH:21]=[CH:2][CH2:1]3)[C:5]=2[CH:6]=1.